From a dataset of Forward reaction prediction with 1.9M reactions from USPTO patents (1976-2016). Predict the product of the given reaction. (1) Given the reactants [Cl:1][C:2]1[CH:19]=[C:18]([CH:20]=[CH2:21])[CH:17]=[CH:16][C:3]=1[CH2:4][N:5]1[C:13](=[O:14])[C:12]2[C:7](=[CH:8][CH:9]=[CH:10][CH:11]=2)[C:6]1=[O:15].Br[CH:23]([C:28]1[CH:33]=[C:32]([Cl:34])[CH:31]=[C:30]([Cl:35])[CH:29]=1)[C:24]([F:27])([F:26])[F:25].N1C=CC=CC=1C1C=CC=CN=1, predict the reaction product. The product is: [Cl:1][C:2]1[CH:19]=[C:18](/[CH:20]=[CH:21]/[CH:23]([C:28]2[CH:29]=[C:30]([Cl:35])[CH:31]=[C:32]([Cl:34])[CH:33]=2)[C:24]([F:27])([F:26])[F:25])[CH:17]=[CH:16][C:3]=1[CH2:4][N:5]1[C:13](=[O:14])[C:12]2[C:7](=[CH:8][CH:9]=[CH:10][CH:11]=2)[C:6]1=[O:15]. (2) Given the reactants [C:1]([C:3](=[C:5]1[CH2:10][CH2:9][N:8]([C:11]2[CH:16]=[CH:15][C:14]([N:17]3[CH2:21][C@H:20]([CH2:22][NH2:23])[O:19][C:18]3=[O:24])=[CH:13][C:12]=2[F:25])[CH2:7][CH2:6]1)[CH3:4])#[N:2].[Cl:26][CH:27]([Cl:31])[C:28](O)=[O:29], predict the reaction product. The product is: [C:1]([C:3](=[C:5]1[CH2:10][CH2:9][N:8]([C:11]2[CH:16]=[CH:15][C:14]([N:17]3[CH2:21][C@H:20]([CH2:22][NH:23][C:28](=[O:29])[CH:27]([Cl:31])[Cl:26])[O:19][C:18]3=[O:24])=[CH:13][C:12]=2[F:25])[CH2:7][CH2:6]1)[CH3:4])#[N:2].